This data is from Forward reaction prediction with 1.9M reactions from USPTO patents (1976-2016). The task is: Predict the product of the given reaction. Given the reactants O[CH2:2][CH:3]([CH3:13])[CH2:4][NH:5][C:6](=[O:12])[O:7][C:8]([CH3:11])([CH3:10])[CH3:9].[O:14]([CH2:21][C:22]1[CH:26]=[C:25]([C:27]([O:29][CH2:30][CH3:31])=[O:28])[NH:24][N:23]=1)[C:15]1[CH:20]=[CH:19][CH:18]=[CH:17][CH:16]=1, predict the reaction product. The product is: [C:8]([O:7][C:6]([NH:5][CH2:4][CH:3]([CH3:13])[CH2:2][N:24]1[C:25]([C:27]([O:29][CH2:30][CH3:31])=[O:28])=[CH:26][C:22]([CH2:21][O:14][C:15]2[CH:20]=[CH:19][CH:18]=[CH:17][CH:16]=2)=[N:23]1)=[O:12])([CH3:11])([CH3:10])[CH3:9].